This data is from NCI-60 drug combinations with 297,098 pairs across 59 cell lines. The task is: Regression. Given two drug SMILES strings and cell line genomic features, predict the synergy score measuring deviation from expected non-interaction effect. (1) Drug 1: C1=NC(=NC(=O)N1C2C(C(C(O2)CO)O)O)N. Drug 2: CC1C(C(CC(O1)OC2CC(CC3=C2C(=C4C(=C3O)C(=O)C5=C(C4=O)C(=CC=C5)OC)O)(C(=O)CO)O)N)O.Cl. Cell line: NCI/ADR-RES. Synergy scores: CSS=15.5, Synergy_ZIP=-1.34, Synergy_Bliss=1.04, Synergy_Loewe=1.32, Synergy_HSA=1.50. (2) Drug 1: C1CC(=O)NC(=O)C1N2CC3=C(C2=O)C=CC=C3N. Drug 2: CC1C(C(=O)NC(C(=O)N2CCCC2C(=O)N(CC(=O)N(C(C(=O)O1)C(C)C)C)C)C(C)C)NC(=O)C3=C4C(=C(C=C3)C)OC5=C(C(=O)C(=C(C5=N4)C(=O)NC6C(OC(=O)C(N(C(=O)CN(C(=O)C7CCCN7C(=O)C(NC6=O)C(C)C)C)C)C(C)C)C)N)C. Cell line: SF-539. Synergy scores: CSS=25.8, Synergy_ZIP=6.36, Synergy_Bliss=9.16, Synergy_Loewe=10.4, Synergy_HSA=10.4. (3) Drug 1: COC1=C(C=C2C(=C1)N=CN=C2NC3=CC(=C(C=C3)F)Cl)OCCCN4CCOCC4. Drug 2: CCCS(=O)(=O)NC1=C(C(=C(C=C1)F)C(=O)C2=CNC3=C2C=C(C=N3)C4=CC=C(C=C4)Cl)F. Cell line: SNB-75. Synergy scores: CSS=27.5, Synergy_ZIP=-6.54, Synergy_Bliss=1.10, Synergy_Loewe=-5.60, Synergy_HSA=-0.153. (4) Drug 1: CC12CCC(CC1=CCC3C2CCC4(C3CC=C4C5=CN=CC=C5)C)O. Drug 2: CC1C(C(=O)NC(C(=O)N2CCCC2C(=O)N(CC(=O)N(C(C(=O)O1)C(C)C)C)C)C(C)C)NC(=O)C3=C4C(=C(C=C3)C)OC5=C(C(=O)C(=C(C5=N4)C(=O)NC6C(OC(=O)C(N(C(=O)CN(C(=O)C7CCCN7C(=O)C(NC6=O)C(C)C)C)C)C(C)C)C)N)C. Cell line: HS 578T. Synergy scores: CSS=-0.202, Synergy_ZIP=5.36, Synergy_Bliss=5.97, Synergy_Loewe=1.98, Synergy_HSA=2.38. (5) Drug 1: C1=NC2=C(N1)C(=S)N=C(N2)N. Drug 2: COC1=NC(=NC2=C1N=CN2C3C(C(C(O3)CO)O)O)N. Cell line: M14. Synergy scores: CSS=20.2, Synergy_ZIP=-2.50, Synergy_Bliss=-0.628, Synergy_Loewe=-29.4, Synergy_HSA=-5.49. (6) Synergy scores: CSS=12.9, Synergy_ZIP=1.29, Synergy_Bliss=6.30, Synergy_Loewe=-8.44, Synergy_HSA=4.83. Drug 1: CC1=CC2C(CCC3(C2CCC3(C(=O)C)OC(=O)C)C)C4(C1=CC(=O)CC4)C. Cell line: HCT-15. Drug 2: CNC(=O)C1=NC=CC(=C1)OC2=CC=C(C=C2)NC(=O)NC3=CC(=C(C=C3)Cl)C(F)(F)F. (7) Drug 1: CC1=C2C(C(=O)C3(C(CC4C(C3C(C(C2(C)C)(CC1OC(=O)C(C(C5=CC=CC=C5)NC(=O)OC(C)(C)C)O)O)OC(=O)C6=CC=CC=C6)(CO4)OC(=O)C)OC)C)OC. Drug 2: CNC(=O)C1=CC=CC=C1SC2=CC3=C(C=C2)C(=NN3)C=CC4=CC=CC=N4. Cell line: A498. Synergy scores: CSS=27.1, Synergy_ZIP=-4.19, Synergy_Bliss=-5.79, Synergy_Loewe=-10.8, Synergy_HSA=-3.66. (8) Drug 1: C1=NC2=C(N=C(N=C2N1C3C(C(C(O3)CO)O)O)F)N. Drug 2: CC12CCC3C(C1CCC2O)C(CC4=C3C=CC(=C4)O)CCCCCCCCCS(=O)CCCC(C(F)(F)F)(F)F. Cell line: ACHN. Synergy scores: CSS=-0.611, Synergy_ZIP=2.65, Synergy_Bliss=7.73, Synergy_Loewe=-1.87, Synergy_HSA=-1.25.